This data is from Full USPTO retrosynthesis dataset with 1.9M reactions from patents (1976-2016). The task is: Predict the reactants needed to synthesize the given product. (1) Given the product [Br:1][C:2]1[CH:11]=[C:10]2[C:5]([C:6]([OH:14])([C:12](=[NH:13])[O:22][CH2:20][CH3:21])[CH2:7][CH2:8][O:9]2)=[CH:4][CH:3]=1, predict the reactants needed to synthesize it. The reactants are: [Br:1][C:2]1[CH:11]=[C:10]2[C:5]([C:6]([O:14][Si](C)(C)C)([C:12]#[N:13])[CH2:7][CH2:8][O:9]2)=[CH:4][CH:3]=1.Cl.[CH2:20]([OH:22])[CH3:21]. (2) The reactants are: Br[C:2]1[C:3]([C:23]2[CH:28]=[CH:27][C:26]([Cl:29])=[CH:25][CH:24]=2)=[CH:4][C:5]2[N:6]([C:8]([CH2:11][C:12]3[C:13]([CH3:22])=[N:14][C:15]([C:18]([F:21])([F:20])[F:19])=[CH:16][CH:17]=3)=[N:9][N:10]=2)[CH:7]=1.[CH3:30][C:31]1[CH:36]=[CH:35][CH:34]=[CH:33][C:32]=1B(O)O.C([O-])([O-])=O.[K+].[K+].ClC1C=CC(C2C(C3C=CC(Cl)=CC=3Cl)=CN3C(CC4C=NC(C(F)(F)F)=CC=4)=NN=C3C=2)=CC=1. Given the product [Cl:29][C:26]1[CH:25]=[CH:24][C:23]([C:3]2[C:2]([C:32]3[CH:33]=[CH:34][CH:35]=[CH:36][C:31]=3[CH3:30])=[CH:7][N:6]3[C:8]([CH2:11][C:12]4[C:13]([CH3:22])=[N:14][C:15]([C:18]([F:21])([F:19])[F:20])=[CH:16][CH:17]=4)=[N:9][N:10]=[C:5]3[CH:4]=2)=[CH:28][CH:27]=1, predict the reactants needed to synthesize it. (3) Given the product [C:1]([O:5][C:6](=[O:20])[NH:7][CH2:8][CH2:9][N:10]1[C:18]2[C:17]([NH:35][C:31]3[CH:30]=[C:29]4[C:34](=[CH:33][CH:32]=3)[N:26]([CH2:25][C:24]3[CH:36]=[CH:37][CH:38]=[C:22]([F:21])[CH:23]=3)[CH:27]=[CH:28]4)=[N:16][CH:15]=[N:14][C:13]=2[CH:12]=[CH:11]1)([CH3:4])([CH3:3])[CH3:2], predict the reactants needed to synthesize it. The reactants are: [C:1]([O:5][C:6](=[O:20])[NH:7][CH2:8][CH2:9][N:10]1[C:18]2[C:17](Cl)=[N:16][CH:15]=[N:14][C:13]=2[CH:12]=[CH:11]1)([CH3:4])([CH3:3])[CH3:2].[F:21][C:22]1[CH:23]=[C:24]([CH:36]=[CH:37][CH:38]=1)[CH2:25][N:26]1[C:34]2[C:29](=[CH:30][C:31]([NH2:35])=[CH:32][CH:33]=2)[CH:28]=[CH:27]1.C(=O)(O)[O-].[Na+]. (4) Given the product [NH2:19][C@H:17]([CH3:18])[CH2:16][N:8]([CH2:1][C:2]1[CH:3]=[CH:4][CH:5]=[CH:6][CH:7]=1)[C:9](=[O:15])[O:10][C:11]([CH3:14])([CH3:13])[CH3:12], predict the reactants needed to synthesize it. The reactants are: [CH2:1]([N:8]([CH2:16][C@H:17]([N:19]1C(=O)C2C(=CC=CC=2)C1=O)[CH3:18])[C:9](=[O:15])[O:10][C:11]([CH3:14])([CH3:13])[CH3:12])[C:2]1[CH:7]=[CH:6][CH:5]=[CH:4][CH:3]=1.O.NN.